Task: Predict the product of the given reaction.. Dataset: Forward reaction prediction with 1.9M reactions from USPTO patents (1976-2016) (1) Given the reactants Br[C:2]1[CH:3]=[CH:4][C:5]2[N:6]([C:8]([C:11]3[CH:18]=[CH:17][C:14]([C:15]#[N:16])=[CH:13][CH:12]=3)=[CH:9][N:10]=2)[CH:7]=1.[CH3:19][O:20][C:21]1[CH:22]=[C:23]([C:36]([N:38]2[CH2:43][CH2:42][N:41]([CH3:44])[CH2:40][CH2:39]2)=[O:37])[CH:24]=[CH:25][C:26]=1B1OC(C)(C)C(C)(C)O1.[O-]P([O-])([O-])=O.[K+].[K+].[K+], predict the reaction product. The product is: [CH3:19][O:20][C:21]1[CH:22]=[C:23]([C:36]([N:38]2[CH2:43][CH2:42][N:41]([CH3:44])[CH2:40][CH2:39]2)=[O:37])[CH:24]=[CH:25][C:26]=1[C:2]1[CH:3]=[CH:4][C:5]2[N:6]([C:8]([C:11]3[CH:18]=[CH:17][C:14]([C:15]#[N:16])=[CH:13][CH:12]=3)=[CH:9][N:10]=2)[CH:7]=1. (2) Given the reactants [CH:1](=O)[C:2]1[CH:11]=[CH:10][C:7]([O:8][CH3:9])=[C:4]([O:5][CH3:6])[CH:3]=1.[C:13]1([C@H:19]([NH2:21])[CH3:20])[CH:18]=[CH:17][CH:16]=[CH:15][CH:14]=1.[H][H], predict the reaction product. The product is: [CH3:6][O:5][C:4]1[CH:3]=[C:2]([CH:11]=[CH:10][C:7]=1[O:8][CH3:9])[CH2:1][NH:21][C@@H:19]([C:13]1[CH:18]=[CH:17][CH:16]=[CH:15][CH:14]=1)[CH3:20]. (3) Given the reactants [F:1][C:2]1[C:3]([C:8]2[N:9]([CH2:13][C:14]3[N:19]=[CH:18][N:17]4[N:20]=[C:21](N)[N:22]=[C:16]4[C:15]=3[CH2:24][CH2:25][CH3:26])[CH:10]=[CH:11][N:12]=2)=[N:4][CH:5]=[CH:6][CH:7]=1.N([O-])=O.[Na+].[NH4+].[OH-].[BrH:33], predict the reaction product. The product is: [Br:33][C:21]1[N:22]=[C:16]2[N:17]([CH:18]=[N:19][C:14]([CH2:13][N:9]3[CH:10]=[CH:11][N:12]=[C:8]3[C:3]3[C:2]([F:1])=[CH:7][CH:6]=[CH:5][N:4]=3)=[C:15]2[CH2:24][CH2:25][CH3:26])[N:20]=1.